From a dataset of Reaction yield outcomes from USPTO patents with 853,638 reactions. Predict the reaction yield, written as a fraction of the theoretical maximum amount of product (1.0 means a 100% yield; for example, 0.34 means a 34% yield). (1) The product is [CH:40]1([C:37]([OH:39])([CH3:38])[CH2:36][O:35][C@H:32]2[CH2:31][CH2:30][C@H:29]([N:3]3[C:2](=[O:1])[C:7]([CH2:8][C:9]4[CH:14]=[CH:13][C:12]([C:15]5[C:16]([C:21]#[N:22])=[CH:17][CH:18]=[CH:19][CH:20]=5)=[CH:11][CH:10]=4)=[C:6]([CH2:23][CH2:24][CH3:25])[N:5]4[N:26]=[CH:27][CH:28]=[C:4]34)[CH2:34][CH2:33]2)[CH2:42][CH2:41]1. The reactants are [O:1]=[C:2]1[C:7]([CH2:8][C:9]2[CH:14]=[CH:13][C:12]([C:15]3[C:16]([C:21]#[N:22])=[CH:17][CH:18]=[CH:19][CH:20]=3)=[CH:11][CH:10]=2)=[C:6]([CH2:23][CH2:24][CH3:25])[N:5]2[N:26]=[CH:27][CH:28]=[C:4]2[N:3]1[C@H:29]1[CH2:34][CH2:33][C@H:32]([O:35][CH2:36][C:37](=[O:39])[CH3:38])[CH2:31][CH2:30]1.[CH:40]1([Mg]Br)[CH2:42][CH2:41]1.C(OCC)(=O)C. The catalyst is O1CCCC1. The yield is 0.680. (2) The reactants are [CH3:1][C:2]1[N:3]=[C:4]([N:12]2[C:16](=[O:17])[NH:15][N:14]=[CH:13]2)[S:5][C:6]=1[C:7]([O:9][CH2:10][CH3:11])=[O:8].C(=O)([O-])[O-].[K+].[K+].[F:24][C:25]([F:35])([F:34])[C:26]1[CH:33]=[CH:32][C:29]([CH2:30]Br)=[CH:28][CH:27]=1. The catalyst is CC(C)=O. The product is [CH3:1][C:2]1[N:3]=[C:4]([N:12]2[C:16](=[O:17])[N:15]([CH2:30][C:29]3[CH:28]=[CH:27][C:26]([C:25]([F:24])([F:34])[F:35])=[CH:33][CH:32]=3)[N:14]=[CH:13]2)[S:5][C:6]=1[C:7]([O:9][CH2:10][CH3:11])=[O:8]. The yield is 0.600.